From a dataset of Full USPTO retrosynthesis dataset with 1.9M reactions from patents (1976-2016). Predict the reactants needed to synthesize the given product. Given the product [C:1]([C:5]1[CH:6]=[CH:7][C:8]([S:11]([NH:14][C:15]2[N:19]([CH2:20][CH2:21][OH:22])[N:18]=[C:17]([O:30][CH2:31][CH2:32][O:33][C:34]3[N:39]=[CH:38][C:37]([Cl:40])=[CH:36][N:35]=3)[C:16]=2[C:41]2[CH:46]=[CH:45][C:44]([CH3:47])=[CH:43][CH:42]=2)(=[O:13])=[O:12])=[CH:9][CH:10]=1)([CH3:4])([CH3:3])[CH3:2], predict the reactants needed to synthesize it. The reactants are: [C:1]([C:5]1[CH:10]=[CH:9][C:8]([S:11]([NH:14][C:15]2[N:19]([CH2:20][CH2:21][O:22][Si](C(C)(C)C)(C)C)[N:18]=[C:17]([O:30][CH2:31][CH2:32][O:33][C:34]3[N:39]=[CH:38][C:37]([Cl:40])=[CH:36][N:35]=3)[C:16]=2[C:41]2[CH:46]=[CH:45][C:44]([CH3:47])=[CH:43][CH:42]=2)(=[O:13])=[O:12])=[CH:7][CH:6]=1)([CH3:4])([CH3:3])[CH3:2].[F-].C([N+](CCCC)(CCCC)CCCC)CCC.C(OCC)(=O)C.CCCCCC.